Dataset: Reaction yield outcomes from USPTO patents with 853,638 reactions. Task: Predict the reaction yield, written as a fraction of the theoretical maximum amount of product (1.0 means a 100% yield; for example, 0.34 means a 34% yield). The reactants are [N+:1]([C:4]1[CH:5]=[C:6]([CH:16]=[CH:17][CH:18]=1)[CH2:7][CH2:8][NH:9][C:10](=[O:15])[C:11]([F:14])([F:13])[F:12])([O-])=O. The catalyst is CO.[Pd]. The product is [NH2:1][C:4]1[CH:5]=[C:6]([CH:16]=[CH:17][CH:18]=1)[CH2:7][CH2:8][NH:9][C:10](=[O:15])[C:11]([F:12])([F:13])[F:14]. The yield is 0.980.